Dataset: Catalyst prediction with 721,799 reactions and 888 catalyst types from USPTO. Task: Predict which catalyst facilitates the given reaction. Reactant: [CH2:1]1[C:3]2([CH2:7][C:6](=[O:8])[O:5][CH2:4]2)[CH2:2]1.CN(C)C(=O)C.[CH3:15][O-:16].[Na+].[Cl-].[NH4+]. Product: [CH3:15][O:16][C:6](=[O:8])[CH2:7][C:3]1([CH2:4][OH:5])[CH2:1][CH2:2]1. The catalyst class is: 24.